Predict the reaction yield, written as a fraction of the theoretical maximum amount of product (1.0 means a 100% yield; for example, 0.34 means a 34% yield). From a dataset of Reaction yield outcomes from USPTO patents with 853,638 reactions. (1) The reactants are [NH2:1][CH2:2][CH2:3][NH:4][C:5]([C:7]1[C:8]([C:18]([F:21])([F:20])[F:19])=[N:9][N:10]([C:12]2[CH:17]=[CH:16][CH:15]=[CH:14][CH:13]=2)[CH:11]=1)=[O:6].CCN=C=NCCCN(C)C.Cl.C1C=CC2N(O)N=NC=2C=1.O.[CH:45]1([CH2:48][O:49][CH2:50][C:51]2[O:55][C:54]([C@H:56]3[CH2:61][CH2:60][C@H:59]([C:62](O)=[O:63])[CH2:58][CH2:57]3)=[N:53][N:52]=2)[CH2:47][CH2:46]1.CCN(C(C)C)C(C)C. The catalyst is CC#N. The product is [CH:45]1([CH2:48][O:49][CH2:50][C:51]2[O:55][C:54]([C@H:56]3[CH2:57][CH2:58][C@H:59]([C:62]([NH:1][CH2:2][CH2:3][NH:4][C:5]([C:7]4[C:8]([C:18]([F:20])([F:21])[F:19])=[N:9][N:10]([C:12]5[CH:17]=[CH:16][CH:15]=[CH:14][CH:13]=5)[CH:11]=4)=[O:6])=[O:63])[CH2:60][CH2:61]3)=[N:53][N:52]=2)[CH2:46][CH2:47]1. The yield is 0.160. (2) No catalyst specified. The reactants are [CH2:1]1[CH:6]2[CH2:7][C:8]3([NH2:11])[CH2:10][CH:4]([CH2:5]2)[CH2:3][CH:2]1[CH2:9]3.[S:12]1[CH:16]=[CH:15][C:14]([C:17]2[CH:24]=[CH:23][C:20]([CH:21]=O)=[CH:19][N:18]=2)=[CH:13]1. The yield is 0.760. The product is [S:12]1[CH:16]=[CH:15][C:14]([C:17]2[N:18]=[CH:19][C:20]([CH2:21][NH:11][C:8]34[CH2:10][CH:4]5[CH2:5][CH:6]([CH2:1][CH:2]([CH2:3]5)[CH2:9]3)[CH2:7]4)=[CH:23][CH:24]=2)=[CH:13]1. (3) The catalyst is O1CCCC1. The yield is 0.800. The product is [CH3:1][O:2][C:3]1[CH:4]=[C:5]2[C:10](=[CH:11][C:12]=1[O:13][CH3:14])[N:9]=[CH:8][N:7]=[C:6]2[O:15][C:16]1[CH:17]=[CH:18][C:19]([NH:22][CH2:23][CH2:24][O:25][C:26]2[CH:31]=[CH:30][CH:29]=[CH:28][C:27]=2[OH:32])=[CH:20][CH:21]=1. The reactants are [CH3:1][O:2][C:3]1[CH:4]=[C:5]2[C:10](=[CH:11][C:12]=1[O:13][CH3:14])[N:9]=[CH:8][N:7]=[C:6]2[O:15][C:16]1[CH:21]=[CH:20][C:19]([NH:22][C:23](=O)[CH2:24][O:25][C:26]2[CH:31]=[CH:30][CH:29]=[CH:28][C:27]=2[OH:32])=[CH:18][CH:17]=1.Cl.[OH-].[Na+].